Dataset: Full USPTO retrosynthesis dataset with 1.9M reactions from patents (1976-2016). Task: Predict the reactants needed to synthesize the given product. (1) Given the product [C:11]([C:10]1[C:3]2[C:2]([N:21]3[CH2:26][CH2:25][CH:24]([NH:27][C:28](=[O:35])[C:29]4[CH:34]=[CH:33][CH:32]=[CH:31][CH:30]=4)[CH2:23][CH2:22]3)=[N:7][CH:6]=[N:5][C:4]=2[N:8]([CH2:13][O:14][CH2:15][CH2:16][Si:17]([CH3:20])([CH3:19])[CH3:18])[CH:9]=1)#[N:12], predict the reactants needed to synthesize it. The reactants are: Cl[C:2]1[C:3]2[C:10]([C:11]#[N:12])=[CH:9][N:8]([CH2:13][O:14][CH2:15][CH2:16][Si:17]([CH3:20])([CH3:19])[CH3:18])[C:4]=2[N:5]=[CH:6][N:7]=1.[NH:21]1[CH2:26][CH2:25][CH:24]([NH:27][C:28](=[O:35])[C:29]2[CH:34]=[CH:33][CH:32]=[CH:31][CH:30]=2)[CH2:23][CH2:22]1.C(N(CC)C(C)C)(C)C. (2) Given the product [NH2:20][C:21]1[N:26]=[C:25]([N:17]2[C@H:12]([CH3:11])[CH2:13][O:14][C@H:15]([CH2:18][OH:19])[CH2:16]2)[CH:24]=[C:23]([Cl:28])[N:22]=1, predict the reactants needed to synthesize it. The reactants are: CCN(C(C)C)C(C)C.Cl.[CH3:11][C@H:12]1[NH:17][CH2:16][C@@H:15]([CH2:18][OH:19])[O:14][CH2:13]1.[NH2:20][C:21]1[N:26]=[C:25](Cl)[CH:24]=[C:23]([Cl:28])[N:22]=1. (3) Given the product [NH2:1][C:2]1[N:7]=[C:6]([N:8]([CH2:15][CH2:16][O:17][CH3:18])[C:9]2[CH:14]=[CH:13][CH:12]=[CH:11][CH:10]=2)[N:5]=[C:4]([C:19]2[N:23]=[C:22]([C:24]3[CH:25]=[CH:26][C:27]([CH2:30][O:31][S:33]([CH3:32])(=[O:35])=[O:34])=[N:28][CH:29]=3)[O:21][N:20]=2)[N:3]=1, predict the reactants needed to synthesize it. The reactants are: [NH2:1][C:2]1[N:7]=[C:6]([N:8]([CH2:15][CH2:16][O:17][CH3:18])[C:9]2[CH:14]=[CH:13][CH:12]=[CH:11][CH:10]=2)[N:5]=[C:4]([C:19]2[N:23]=[C:22]([C:24]3[CH:25]=[CH:26][C:27]([CH2:30][OH:31])=[N:28][CH:29]=3)[O:21][N:20]=2)[N:3]=1.[CH3:32][S:33](Cl)(=[O:35])=[O:34].C(N(CC)CC)C. (4) Given the product [F:60][C:61]([F:98])([F:99])[C:62]1[C:71]([O:72][C@H:73]2[CH2:74][CH2:75][C@@H:76]([C:79]([F:81])([F:82])[F:80])[CH2:77][CH2:78]2)=[CH:70][CH:69]=[C:68]2[C:63]=1[CH:64]=[CH:65][C:66]([CH2:83][NH:84][CH:85]1[C:88]3([CH2:89][CH2:90][CH2:91][CH2:92][CH2:93]3)[CH:87]([C:94]([OH:96])=[O:95])[CH2:86]1)=[CH:67]2, predict the reactants needed to synthesize it. The reactants are: FC(F)(F)C1C(O[C@H]2CC[C@@H](C(F)(F)F)CC2)=CC=C2C=1C=CC(CN)=C2.COC(C1C2(CCCCC2)C(=O)C1)=O.C(O)(=O)C.C(O[BH-](OC(=O)C)OC(=O)C)(=O)C.[Na+].[F:60][C:61]([F:99])([F:98])[C:62]1[C:71]([O:72][C@H:73]2[CH2:78][CH2:77][C@@H:76]([C:79]([F:82])([F:81])[F:80])[CH2:75][CH2:74]2)=[CH:70][CH:69]=[C:68]2[C:63]=1[CH:64]=[CH:65][C:66]([CH2:83][NH:84][CH:85]1[C:88]3([CH2:93][CH2:92][CH2:91][CH2:90][CH2:89]3)[CH:87]([C:94]([O:96]C)=[O:95])[CH2:86]1)=[CH:67]2.[OH-].[Na+].O.Cl. (5) The reactants are: C[Al](C)C.[Cl:5][C:6]1[CH:11]=[CH:10][C:9]([NH2:12])=[CH:8][CH:7]=1.[Cl:13][C:14]1[CH:21]=[CH:20][CH:19]=[CH:18][C:15]=1[C:16]#[N:17]. Given the product [Cl:13][C:14]1[CH:21]=[CH:20][CH:19]=[CH:18][C:15]=1[C:16]([NH:12][C:9]1[CH:10]=[CH:11][C:6]([Cl:5])=[CH:7][CH:8]=1)=[NH:17], predict the reactants needed to synthesize it. (6) The reactants are: [C:1]([O:5][C:6]([N:8]1[CH2:13][CH2:12][CH:11]([N:14]2[C:22](=[O:23])[C:21]3[C:20]([C:24]([OH:26])=O)=[CH:19][CH:18]=[CH:17][C:16]=3[CH:15]2[CH3:27])[CH2:10][CH2:9]1)=[O:7])([CH3:4])([CH3:3])[CH3:2].C[N:29](C)C=O.C(N(CC)C(C)C)(C)C. Given the product [C:1]([O:5][C:6]([N:8]1[CH2:13][CH2:12][CH:11]([N:14]2[C:22](=[O:23])[C:21]3[C:16](=[CH:17][CH:18]=[CH:19][C:20]=3[C:24](=[O:26])[NH2:29])[CH:15]2[CH3:27])[CH2:10][CH2:9]1)=[O:7])([CH3:4])([CH3:2])[CH3:3], predict the reactants needed to synthesize it.